Dataset: Catalyst prediction with 721,799 reactions and 888 catalyst types from USPTO. Task: Predict which catalyst facilitates the given reaction. (1) Reactant: [Cl:1][C:2]1[C:7]([C:8]([NH:10][CH2:11][C:12]2[CH:17]=[CH:16][CH:15]=[C:14]([F:18])[CH:13]=2)=[O:9])=[C:6]([CH3:19])[CH:5]=[C:4]([Cl:20])[N:3]=1.[C:21]([O-:24])([O-])=[O:22].[K+].[K+].[NH:27]1[CH2:32][CH2:31][O:30][CH2:29][CH2:28]1. Product: [Cl:20][C:4]1[N:10]([CH2:11][C:12]2[CH:17]=[CH:16][CH:15]=[C:14]([F:18])[CH:13]=2)[CH:8]([N:27]2[CH2:32][CH2:31][O:30][CH2:29][CH2:28]2)[C:7]([C:21]([OH:24])=[O:22])=[C:6]([CH3:19])[CH:5]=1.[Cl:1][C:2]1[C:7]([C:8]([NH:10][CH2:11][C:12]2[CH:17]=[CH:16][CH:15]=[C:14]([F:18])[CH:13]=2)=[O:9])=[C:6]([CH3:19])[CH:5]=[C:4]([N:27]2[CH2:32][CH2:31][O:30][CH2:29][CH2:28]2)[N:3]=1. The catalyst class is: 3. (2) Reactant: [NH2:1][C:2]1[CH:3]=[CH:4][C:5]([O:8][C:9]2[CH:10]=[C:11]3[C:16](=[CH:17][CH:18]=2)[O:15][CH:14]([C:19]2[CH:24]=[CH:23][CH:22]=[CH:21][CH:20]=2)[CH2:13][CH2:12]3)=[N:6][CH:7]=1.[C:25]([O:29][C:30]([N:32]1[CH2:40][CH2:39][CH:35]([C:36](O)=[O:37])[CH2:34][CH2:33]1)=[O:31])([CH3:28])([CH3:27])[CH3:26].Cl.CN(C)CCCN=C=NCC. Product: [C:25]([O:29][C:30]([N:32]1[CH2:40][CH2:39][CH:35]([C:36](=[O:37])[NH:1][C:2]2[CH:7]=[N:6][C:5]([O:8][C:9]3[CH:10]=[C:11]4[C:16](=[CH:17][CH:18]=3)[O:15][CH:14]([C:19]3[CH:20]=[CH:21][CH:22]=[CH:23][CH:24]=3)[CH2:13][CH2:12]4)=[CH:4][CH:3]=2)[CH2:34][CH2:33]1)=[O:31])([CH3:28])([CH3:27])[CH3:26]. The catalyst class is: 1. (3) Reactant: [NH:1]1[CH2:7][CH2:6][CH2:5][CH2:4][C:3]2[CH:8]=[CH:9][CH:10]=[CH:11][C:2]1=2.[N+:12]([O-])([O-:14])=[O:13].[K+].N. Product: [N+:12]([C:10]1[CH:9]=[CH:8][C:3]2[CH2:4][CH2:5][CH2:6][CH2:7][NH:1][C:2]=2[CH:11]=1)([O-:14])=[O:13]. The catalyst class is: 82. (4) Reactant: [CH2:1]([O:5][C:6]([N:8]1[CH2:13][CH2:12][CH:11]([NH:14][CH2:15][CH2:16][CH2:17][O:18][CH3:19])[CH2:10][CH2:9]1)=[O:7])[CH2:2][CH2:3][CH3:4].[F:20][C:21]([F:31])([F:30])[C:22]1[CH:29]=[CH:28][CH:27]=[CH:26][C:23]=1[CH:24]=[O:25].[C:42]([O:41][BH-]([O:41][C:42](=[O:44])[CH3:43])[O:41][C:42](=[O:44])[CH3:43])(=[O:44])[CH3:43].[Na+].[C:46](=[O:49])(O)[O-:47].[Na+]. Product: [CH3:19][O:18][CH2:17][CH2:16][CH2:15][N:14]([CH2:24][C:23]1[CH:26]=[CH:27][CH:28]=[CH:29][C:22]=1[C:21]([F:20])([F:30])[F:31])[CH:11]1[CH2:10][CH2:9][NH:8][CH2:13][CH2:12]1.[C:46]([C@@H:1]([C@H:43]([C:42]([O-:41])=[O:44])[OH:25])[OH:5])([O-:47])=[O:49].[CH2:1]([O:5][C:6]([N:8]1[CH2:9][CH2:10][CH:11]([N:14]([CH2:15][CH2:16][CH2:17][O:18][CH3:19])[CH2:24][C:23]2[CH:26]=[CH:27][CH:28]=[CH:29][C:22]=2[C:21]([F:20])([F:30])[F:31])[CH2:12][CH2:13]1)=[O:7])[CH2:2][CH2:3][CH3:4]. The catalyst class is: 217. (5) Reactant: Cl[C:2]1[N:7]=[C:6]([NH:8][C:9]2[CH:13]=[C:12]([CH:14]3[CH2:16][CH2:15]3)[NH:11][N:10]=2)[CH:5]=[CH:4][N:3]=1.[NH2:17][CH:18]([C:20]1[CH:21]=[C:22]2[CH:28]=[CH:27][N:26](C(OC(C)(C)C)=O)[C:23]2=[CH:24][N:25]=1)[CH3:19].CCN(C(C)C)C(C)C. Product: [NH:26]1[C:23]2=[CH:24][N:25]=[C:20]([CH:18]([NH:17][C:2]3[N:7]=[C:6]([NH:8][C:9]4[CH:13]=[C:12]([CH:14]5[CH2:16][CH2:15]5)[NH:11][N:10]=4)[CH:5]=[CH:4][N:3]=3)[CH3:19])[CH:21]=[C:22]2[CH:28]=[CH:27]1. The catalyst class is: 114. (6) Reactant: [C:1]([N:5]([C:27](=[O:36])[C:28]1[CH:33]=[C:32]([CH3:34])[CH:31]=[C:30]([CH3:35])[CH:29]=1)[NH:6][C:7](=[O:26])[C:8]1[CH:13]=[CH:12][C:11]([B:14]2[O:18][C:17]([CH3:20])([CH3:19])[C:16]([CH3:22])([CH3:21])[O:15]2)=[C:10]([N+:23]([O-])=O)[CH:9]=1)([CH3:4])([CH3:3])[CH3:2]. Product: [NH2:23][C:10]1[CH:9]=[C:8]([CH:13]=[CH:12][C:11]=1[B:14]1[O:18][C:17]([CH3:20])([CH3:19])[C:16]([CH3:22])([CH3:21])[O:15]1)[C:7]([NH:6][N:5]([C:1]([CH3:4])([CH3:3])[CH3:2])[C:27](=[O:36])[C:28]1[CH:29]=[C:30]([CH3:35])[CH:31]=[C:32]([CH3:34])[CH:33]=1)=[O:26]. The catalyst class is: 227. (7) Reactant: [CH2:1]([O:3][C:4](=[O:16])[CH2:5][C@H:6]1[C:14]2[C:9](=[CH:10][C:11]([OH:15])=[CH:12][CH:13]=2)[CH2:8][CH2:7]1)[CH3:2].[C:17]([O-:20])([O-])=[O:18].[Cs+].[Cs+].[NH4+:23].[Cl-]. Product: [C:6]([O:20][C:17]([NH:23][CH2:8][CH2:9][CH2:10][O:15][C:11]1[CH:10]=[C:9]2[C:14](=[CH:13][CH:12]=1)[C@H:6]([CH2:5][C:4]([O:3][CH2:1][CH3:2])=[O:16])[CH2:7][CH2:8]2)=[O:18])([CH3:14])([CH3:7])[CH3:5]. The catalyst class is: 3. (8) Reactant: [CH2:1]([O:3][C:4](=[O:12])[C:5]1[CH:10]=[CH:9][C:8]([NH2:11])=[CH:7][CH:6]=1)[CH3:2].[CH2:13]([O:15][C:16](=[O:26])[CH2:17][C:18](=O)[C:19]1[CH:24]=[CH:23][CH:22]=[CH:21][CH:20]=1)[CH3:14]. The catalyst class is: 244. Product: [CH2:1]([O:3][C:4](=[O:12])[C:5]1[CH:10]=[CH:9][C:8]([N:11]=[C:18]([C:19]2[CH:20]=[CH:21][CH:22]=[CH:23][CH:24]=2)[CH2:17][C:16]([O:15][CH2:13][CH3:14])=[O:26])=[CH:7][CH:6]=1)[CH3:2]. (9) Reactant: I[C:2]1[C:10]2[C:9]([NH2:11])=[N:8][CH:7]=[N:6][C:5]=2[N:4]([CH3:12])[CH:3]=1.B(O)(O)[C:14]1[S:22][C:21]2[C:16](=[CH:17][CH:18]=[CH:19][CH:20]=2)[CH:15]=1.[O-]P([O-])([O-])=O.[K+].[K+].[K+]. Product: [S:22]1[C:14]([C:2]2[C:10]3[C:9]([NH2:11])=[N:8][CH:7]=[N:6][C:5]=3[N:4]([CH3:12])[CH:3]=2)=[CH:15][C:16]2[CH:17]=[CH:18][CH:19]=[CH:20][C:21]1=2. The catalyst class is: 128.